This data is from Catalyst prediction with 721,799 reactions and 888 catalyst types from USPTO. The task is: Predict which catalyst facilitates the given reaction. (1) Reactant: CO[C:3]1([C:13]2[C:22]3[C:17](=[CH:18][CH:19]=[CH:20][CH:21]=3)[CH:16]=[CH:15][CH:14]=2)[C:11]2[C:6](=C(Br)C=C[CH:10]=2)[CH2:5][CH2:4]1.[Li]CCCC.[CH:38]([O:37]B([O:37][CH:38]([CH3:40])[CH3:39])[O:37][CH:38]([CH3:40])[CH3:39])([CH3:40])[CH3:39].C(O)(=O)C.OO. Product: [C:13]1([C:3]2[C:4]3[C:40](=[C:38]([OH:37])[CH:39]=[CH:6][CH:5]=3)[CH2:10][CH:11]=2)[C:22]2[C:17](=[CH:18][CH:19]=[CH:20][CH:21]=2)[CH:16]=[CH:15][CH:14]=1. The catalyst class is: 20. (2) Reactant: [CH3:1][N:2]1[CH2:7][CH2:6][N:5]([C:8]([O:10][C:11]([CH3:14])([CH3:13])C)=[O:9])[CH2:4][CH2:3]1.CN(C)CCN(C)C.C([Li])(CC)C.[CH2:28]([N:35]1[CH2:40]CC(=O)C[CH2:36]1)[C:29]1[CH:34]=[CH:33][CH:32]=[CH:31][CH:30]=1.[Cl-].[NH4+]. Product: [CH2:28]([N:35]1[CH2:40][CH2:13][C:11]2([CH:6]3[CH2:7][N:2]([CH3:1])[CH2:3][CH2:4][N:5]3[C:8](=[O:9])[O:10]2)[CH2:14][CH2:36]1)[C:29]1[CH:34]=[CH:33][CH:32]=[CH:31][CH:30]=1. The catalyst class is: 7.